This data is from Merck oncology drug combination screen with 23,052 pairs across 39 cell lines. The task is: Regression. Given two drug SMILES strings and cell line genomic features, predict the synergy score measuring deviation from expected non-interaction effect. Drug 1: CN1C(=O)C=CC2(C)C3CCC4(C)C(NC(=O)OCC(F)(F)F)CCC4C3CCC12. Drug 2: NC1CCCCC1N.O=C(O)C(=O)O.[Pt+2]. Cell line: HCT116. Synergy scores: synergy=1.58.